Predict the reaction yield, written as a fraction of the theoretical maximum amount of product (1.0 means a 100% yield; for example, 0.34 means a 34% yield). From a dataset of Reaction yield outcomes from USPTO patents with 853,638 reactions. The reactants are C[O:2][C:3]([C:5]1[CH2:6][N:7]([C:33]([O:35][C:36]([CH3:39])([CH3:38])[CH3:37])=[O:34])[CH2:8][CH2:9][C:10]=1[C:11]1[CH:32]=[CH:31][C:14]2[C:15]3[N:19]([CH2:20][CH2:21][O:22][C:13]=2[CH:12]=1)[CH:18]=[C:17]([C:23]1[N:24]([CH:28]([CH3:30])[CH3:29])[N:25]=[CH:26][N:27]=1)[N:16]=3)=[O:4].O.[OH-].[Li+]. The catalyst is C1COCC1.O. The product is [C:36]([O:35][C:33]([N:7]1[CH2:8][CH2:9][C:10]([C:11]2[CH:32]=[CH:31][C:14]3[C:15]4[N:19]([CH2:20][CH2:21][O:22][C:13]=3[CH:12]=2)[CH:18]=[C:17]([C:23]2[N:24]([CH:28]([CH3:30])[CH3:29])[N:25]=[CH:26][N:27]=2)[N:16]=4)=[C:5]([C:3]([OH:4])=[O:2])[CH2:6]1)=[O:34])([CH3:38])([CH3:39])[CH3:37]. The yield is 0.510.